This data is from Full USPTO retrosynthesis dataset with 1.9M reactions from patents (1976-2016). The task is: Predict the reactants needed to synthesize the given product. (1) Given the product [F:32][C:24]1[CH:25]=[C:26]([N+:29]([O-:31])=[O:30])[CH:27]=[CH:28][C:23]=1[O:17][C:10]1[C:11]2[C:16](=[CH:15][CH:14]=[CH:13][CH:12]=2)[N:8]([CH2:7][C:6]2[CH:5]=[CH:4][C:3]([O:2][CH3:1])=[CH:19][CH:18]=2)[N:9]=1, predict the reactants needed to synthesize it. The reactants are: [CH3:1][O:2][C:3]1[CH:19]=[CH:18][C:6]([CH2:7][N:8]2[C:16]3[C:11](=[CH:12][CH:13]=[CH:14][CH:15]=3)[C:10]([OH:17])=[N:9]2)=[CH:5][CH:4]=1.[H-].[Na+].F[C:23]1[CH:28]=[CH:27][C:26]([N+:29]([O-:31])=[O:30])=[CH:25][C:24]=1[F:32].O. (2) The reactants are: [CH2:1]([C:3]1[N:7]2[N:8]=[C:9]([CH2:21][O:22][CH3:23])[C:10]([CH:19]=O)=[C:11]([C:12]3[CH:13]=[N:14][CH:15]=[C:16]([CH3:18])[CH:17]=3)[C:6]2=[CH:5][CH:4]=1)[CH3:2].[CH2:24]([O:26][C:27](=[O:48])[CH:28]=P(C1C=CC=CC=1)(C1C=CC=CC=1)C1C=CC=CC=1)[CH3:25]. Given the product [CH2:1]([C:3]1[N:7]2[N:8]=[C:9]([CH2:21][O:22][CH3:23])[C:10](/[CH:19]=[CH:28]/[C:27]([O:26][CH2:24][CH3:25])=[O:48])=[C:11]([C:12]3[CH:13]=[N:14][CH:15]=[C:16]([CH3:18])[CH:17]=3)[C:6]2=[CH:5][CH:4]=1)[CH3:2], predict the reactants needed to synthesize it. (3) The reactants are: C(OC(C1(NC(OC(C)(C)C)=O)CC(O)C2C1C2C(OCC)=O)=O)C.FC1C=C(N=C=O)C=CC=1.C([O:38][C:39]([C:41]1([NH:63]C(OC(C)(C)C)=O)[CH2:46][CH:45]([O:47][C:48](=[O:57])[NH:49][C:50]2[CH:55]=[CH:54][CH:53]=[C:52]([F:56])[CH:51]=2)[CH:44]2[CH:42]1[CH:43]2[C:58]([O:60]CC)=[O:59])=[O:40])C. Given the product [NH2:63][C:41]1([C:39]([OH:40])=[O:38])[CH2:46][CH:45]([O:47][C:48](=[O:57])[NH:49][C:50]2[CH:55]=[CH:54][CH:53]=[C:52]([F:56])[CH:51]=2)[CH:44]2[CH:42]1[CH:43]2[C:58]([OH:60])=[O:59], predict the reactants needed to synthesize it. (4) Given the product [O:1]=[C:2]1[N:8]([CH:9]2[CH2:14][CH2:13][N:12]([C:15]([O:17][C@H:18]([CH2:34][C:35]3[CH:36]=[C:37]([CH3:45])[C:38]([NH2:44])=[C:39]([NH2:41])[CH:40]=3)[C:19]([N:21]3[CH2:26][CH2:25][CH:24]([N:27]4[CH2:28][CH2:29][N:30]([CH3:33])[CH2:31][CH2:32]4)[CH2:23][CH2:22]3)=[O:20])=[O:16])[CH2:11][CH2:10]2)[CH2:7][CH2:6][C:5]2[CH:46]=[CH:47][CH:48]=[CH:49][C:4]=2[NH:3]1, predict the reactants needed to synthesize it. The reactants are: [O:1]=[C:2]1[N:8]([CH:9]2[CH2:14][CH2:13][N:12]([C:15]([O:17][C@H:18]([CH2:34][C:35]3[CH:40]=[C:39]([N+:41]([O-])=O)[C:38]([NH2:44])=[C:37]([CH3:45])[CH:36]=3)[C:19]([N:21]3[CH2:26][CH2:25][CH:24]([N:27]4[CH2:32][CH2:31][N:30]([CH3:33])[CH2:29][CH2:28]4)[CH2:23][CH2:22]3)=[O:20])=[O:16])[CH2:11][CH2:10]2)[CH2:7][CH2:6][C:5]2[CH:46]=[CH:47][CH:48]=[CH:49][C:4]=2[NH:3]1.[H][H]. (5) Given the product [CH2:1]([O:3][C:4]1[C:12]2[C:7](=[N:8][C:9]([C:19]3[O:20][CH:21]=[CH:22][CH:23]=3)=[C:10]([C:13]3[CH:18]=[CH:17][N:16]=[CH:15][N:14]=3)[CH:11]=2)[NH:6][N:5]=1)[CH3:2], predict the reactants needed to synthesize it. The reactants are: [CH2:1]([O:3][C:4]1[C:12]2[C:7](=[N:8][C:9]([C:19]3[O:20][CH:21]=[CH:22][CH:23]=3)=[C:10]([C:13]3[CH:18]=[CH:17][N:16]=[CH:15][N:14]=3)[CH:11]=2)[N:6](CC2C=CC(OC)=CC=2)[N:5]=1)[CH3:2].FC(F)(F)C(O)=O.C1(SC)C=CC=CC=1. (6) Given the product [CH2:1]([CH:3]1[NH:4][CH2:5][CH:6]([C:7]([O:9][CH3:10])=[O:8])[CH2:11][CH2:12]1)[CH3:2], predict the reactants needed to synthesize it. The reactants are: [CH2:1]([C:3]1[CH:12]=[CH:11][C:6]([C:7]([O:9][CH3:10])=[O:8])=[CH:5][N:4]=1)[CH3:2].